Dataset: Forward reaction prediction with 1.9M reactions from USPTO patents (1976-2016). Task: Predict the product of the given reaction. (1) Given the reactants [CH3:1][C:2]1[CH:7]=[C:6]([CH3:8])[CH:5]=[CH:4][C:3]=1[C:9]1[N:13]=[C:12]([CH2:14][N:15]([CH2:20][C:21]2[CH:26]=[CH:25][C:24]([S:27][C:28]([CH3:37])([CH3:36])[C:29]([O:31]C(C)(C)C)=[O:30])=[CH:23][CH:22]=2)[CH2:16][CH2:17][O:18][CH3:19])[O:11][N:10]=1, predict the reaction product. The product is: [CH3:1][C:2]1[CH:7]=[C:6]([CH3:8])[CH:5]=[CH:4][C:3]=1[C:9]1[N:13]=[C:12]([CH2:14][N:15]([CH2:20][C:21]2[CH:22]=[CH:23][C:24]([S:27][C:28]([CH3:37])([CH3:36])[C:29]([OH:31])=[O:30])=[CH:25][CH:26]=2)[CH2:16][CH2:17][O:18][CH3:19])[O:11][N:10]=1. (2) Given the reactants [CH2:1]([CH:3]([C:9]([CH3:11])=[O:10])[C:4]([O:6]CC)=O)[CH3:2].[CH2:12]([NH2:20])[CH2:13][C:14]1[CH:19]=[CH:18][CH:17]=[CH:16][CH:15]=1, predict the reaction product. The product is: [CH2:1]([CH:3]([C:9](=[O:10])[CH3:11])[C:4]([NH:20][CH2:12][CH2:13][C:14]1[CH:19]=[CH:18][CH:17]=[CH:16][CH:15]=1)=[O:6])[CH3:2]. (3) Given the reactants Cl[CH2:2][CH2:3][N:4]([CH2:19][CH2:20]Cl)[C:5]1[C:6]([CH3:18])=[C:7]([CH3:17])[C:8]2[O:12][C:11]([CH3:14])([CH3:13])[CH2:10][C:9]=2[C:15]=1[CH3:16].[O:22]1[CH:26]=[CH:25][C:24]([NH2:27])=[N:23]1, predict the reaction product. The product is: [O:22]1[CH:26]=[CH:25][C:24]([N:27]2[CH2:20][CH2:19][N:4]([C:5]3[C:6]([CH3:18])=[C:7]([CH3:17])[C:8]4[O:12][C:11]([CH3:14])([CH3:13])[CH2:10][C:9]=4[C:15]=3[CH3:16])[CH2:3][CH2:2]2)=[N:23]1.